Dataset: Full USPTO retrosynthesis dataset with 1.9M reactions from patents (1976-2016). Task: Predict the reactants needed to synthesize the given product. (1) Given the product [NH:8]1[CH2:13][CH2:12][CH:11]([C:14]2[CH:15]=[CH:16][C:17]([NH:20][C:21]([C:23]3[C:24]([C:29]4[CH:34]=[CH:33][CH:32]=[CH:31][CH:30]=4)=[CH:25][CH:26]=[CH:27][CH:28]=3)=[O:22])=[CH:18][CH:19]=2)[CH2:10][CH2:9]1, predict the reactants needed to synthesize it. The reactants are: C1(C[N:8]2[CH2:13][CH2:12][CH:11]([C:14]3[CH:19]=[CH:18][C:17]([NH:20][C:21]([C:23]4[C:24]([C:29]5[CH:34]=[CH:33][CH:32]=[CH:31][CH:30]=5)=[CH:25][CH:26]=[CH:27][CH:28]=4)=[O:22])=[CH:16][CH:15]=3)[CH2:10][CH2:9]2)C=CC=CC=1.[H][H]. (2) Given the product [CH:20]1[C:21]2[C:25]3[CH:26]=[CH:27][CH:28]=[CH:29][C:24]=3[O:23][C:22]=2[C:17]([N:11]2[C:10]3[CH:12]=[CH:13][CH:14]=[CH:15][C:9]=3[N:8]=[C:7]2[C:1]2[CH:2]=[CH:3][CH:4]=[CH:5][CH:6]=2)=[CH:18][CH:19]=1, predict the reactants needed to synthesize it. The reactants are: [C:1]1([C:7]2[NH:11][C:10]3[CH:12]=[CH:13][CH:14]=[CH:15][C:9]=3[N:8]=2)[CH:6]=[CH:5][CH:4]=[CH:3][CH:2]=1.Br[C:17]1[C:22]2[O:23][C:24]3[CH:29]=[CH:28][CH:27]=[CH:26][C:25]=3[C:21]=2[CH:20]=[CH:19][CH:18]=1.P([O-])([O-])([O-])=O.[K+].[K+].[K+]. (3) Given the product [NH2:21][C:16]1[N:17]=[C:18]([CH3:20])[C:19]2=[C:14]([CH2:13][C@H:12]([C:22]3[CH:27]=[CH:26][C:25]([F:28])=[CH:24][C:23]=3[Br:29])[NH:11]/[C:10]/2=[N:9]\[OH:8])[N:15]=1, predict the reactants needed to synthesize it. The reactants are: [Si]([O:8]/[N:9]=[C:10]1\[NH:11][C@@H:12]([C:22]2[CH:27]=[CH:26][C:25]([F:28])=[CH:24][C:23]=2[Br:29])[CH2:13][C:14]2[N:15]=[C:16]([NH2:21])[N:17]=[C:18]([CH3:20])[C:19]\1=2)(C(C)(C)C)(C)C.C(O)(C(F)(F)F)=O.O. (4) Given the product [CH3:19][O:18][CH:17]=[C:16]([C:20]([O:22][CH3:23])=[O:21])[O:15][C:11]1[CH:12]=[CH:13][CH:14]=[C:6]([O:5][C:4]([C:24]([O:26][CH3:27])=[O:25])=[CH:3][O:2][CH3:1])[C:7]=1[C:8]([O:10][CH2:36][C:35]#[CH:34])=[O:9], predict the reactants needed to synthesize it. The reactants are: [CH3:1][O:2][CH:3]=[C:4]([C:24]([O:26][CH3:27])=[O:25])[O:5][C:6]1[CH:14]=[CH:13][CH:12]=[C:11]([O:15][C:16]([C:20]([O:22][CH3:23])=[O:21])=[CH:17][O:18][CH3:19])[C:7]=1[C:8]([OH:10])=[O:9].C(=O)([O-])[O-].[K+].[K+].[CH2:34](Br)[C:35]#[CH:36].O. (5) Given the product [CH3:3][C:2]([C:8]1[O:12][N:11]=[C:10]([CH2:13][OH:14])[CH:9]=1)([O:4][CH2:5][C:6]#[CH:7])[CH3:1], predict the reactants needed to synthesize it. The reactants are: [CH3:1][C:2]([C:8]1[O:12][N:11]=[C:10]([C:13](OCC)=[O:14])[CH:9]=1)([O:4][CH2:5][C:6]#[CH:7])[CH3:3].[BH4-].[Na+].O.